From a dataset of Reaction yield outcomes from USPTO patents with 853,638 reactions. Predict the reaction yield, written as a fraction of the theoretical maximum amount of product (1.0 means a 100% yield; for example, 0.34 means a 34% yield). The reactants are [CH3:1][C@H:2]1[C:10]2[C:9](O)=[N:8][CH:7]=[N:6][C:5]=2[CH2:4][CH2:3]1.O=P(Cl)(Cl)[Cl:14]. The yield is 0.490. No catalyst specified. The product is [Cl:14][C:9]1[C:10]2[C@H:2]([CH3:1])[CH2:3][CH2:4][C:5]=2[N:6]=[CH:7][N:8]=1.